From a dataset of Reaction yield outcomes from USPTO patents with 853,638 reactions. Predict the reaction yield, written as a fraction of the theoretical maximum amount of product (1.0 means a 100% yield; for example, 0.34 means a 34% yield). (1) The reactants are [Br:1][C:2]1[CH:10]=[C:9]2[C:5]([CH2:6][CH2:7][C:8]2=[O:11])=[CH:4][C:3]=1[CH3:12].[C:13]([O:17]C)(=O)[CH:14]=[CH2:15].[CH3:19][C:20](C)([O-])C.[K+].[OH-].[K+]. The catalyst is [Cl-].[Na+].O.O. The product is [Br:1][C:2]1[CH:10]=[C:9]2[C:5]([CH2:6][C:7]3([CH2:15][CH2:14][C:13](=[O:17])[CH2:20][CH2:19]3)[C:8]2=[O:11])=[CH:4][C:3]=1[CH3:12]. The yield is 0.700. (2) The reactants are [NH2:1][C:2]1[C:11]2[CH:10]=[CH:9][CH:8]=[C:7](Br)[C:6]=2[N:5]=[C:4]2[CH2:13][N:14]([CH:17]3[CH2:20][CH2:19][CH2:18]3)[C:15](=[O:16])[C:3]=12.[CH3:21][O:22][C:23]1[CH:30]=[C:29]([Sn](CCCC)(CCCC)CCCC)[C:26]([C:27]#[N:28])=[CH:25][N:24]=1. No catalyst specified. The product is [NH2:1][C:2]1[C:11]2[CH:10]=[CH:9][CH:8]=[C:7]([C:29]3[C:26]([C:27]#[N:28])=[CH:25][N:24]=[C:23]([O:22][CH3:21])[CH:30]=3)[C:6]=2[N:5]=[C:4]2[CH2:13][N:14]([CH:17]3[CH2:20][CH2:19][CH2:18]3)[C:15](=[O:16])[C:3]=12. The yield is 0.325. (3) The reactants are C[O:2][C:3]([C:5]1[CH:29]=[CH:28][C:8]2[NH:9][C:10]([C:12]3[C:16]([NH:17][C:18](=[O:27])[C:19]4[C:24]([F:25])=[CH:23][CH:22]=[CH:21][C:20]=4[F:26])=[CH:15][NH:14][N:13]=3)=[N:11][C:7]=2[CH:6]=1)=[O:4].O.Cl. The catalyst is [OH-].[Na+].CO. The product is [F:26][C:20]1[CH:21]=[CH:22][CH:23]=[C:24]([F:25])[C:19]=1[C:18]([NH:17][C:16]1[C:12]([C:10]2[NH:9][C:8]3[CH:28]=[CH:29][C:5]([C:3]([OH:4])=[O:2])=[CH:6][C:7]=3[N:11]=2)=[N:13][NH:14][CH:15]=1)=[O:27]. The yield is 0.520. (4) The reactants are Br[C:2]1[CH:3]=[C:4]([S:8]([NH:11][C:12]2[CH:21]=[CH:20][C:15]([C:16]([O:18][CH3:19])=[O:17])=[C:14]([OH:22])[CH:13]=2)(=[O:10])=[O:9])[CH:5]=[CH:6][CH:7]=1.CC1(C)C(C)(C)OB([C:31]2[CH:36]=[CH:35][CH:34]=[CH:33][C:32]=2[OH:37])O1.CCN(C(C)C)C(C)C.C(Cl)Cl.C(O)(C(F)(F)F)=O. The catalyst is O1CCOCC1.C1C=CC(P(C2C=CC=CC=2)[C-]2C=CC=C2)=CC=1.C1C=CC(P(C2C=CC=CC=2)[C-]2C=CC=C2)=CC=1.Cl[Pd]Cl.[Fe+2]. The product is [OH:22][C:14]1[CH:13]=[C:12]([NH:11][S:8]([C:4]2[CH:3]=[C:2]([C:31]3[CH:36]=[CH:35][CH:34]=[CH:33][C:32]=3[OH:37])[CH:7]=[CH:6][CH:5]=2)(=[O:10])=[O:9])[CH:21]=[CH:20][C:15]=1[C:16]([O:18][CH3:19])=[O:17]. The yield is 0.820. (5) The reactants are [CH2:1]([Li])CCC.[C:6]1([CH:12]([C:15]2[CH:20]=[CH:19][CH:18]=[CH:17][CH:16]=2)[CH:13]=O)[CH:11]=[CH:10][CH:9]=[CH:8][CH:7]=1.C(OCC)C. The catalyst is [Br-].C[P+](C1C=CC=CC=1)(C1C=CC=CC=1)C1C=CC=CC=1.C1COCC1. The product is [C:6]1([CH:12]([C:15]2[CH:20]=[CH:19][CH:18]=[CH:17][CH:16]=2)[CH:13]=[CH2:1])[CH:11]=[CH:10][CH:9]=[CH:8][CH:7]=1. The yield is 0.460.